From a dataset of Forward reaction prediction with 1.9M reactions from USPTO patents (1976-2016). Predict the product of the given reaction. (1) Given the reactants FC(F)(F)C(O)=O.[NH:8]1[CH2:13][CH2:12][CH:11]([C:14]2[N:19]3[CH:20]=[C:21]([CH2:23][O:24][C:25]4[CH:34]=[CH:33][C:32]5[C:27](=[CH:28][CH:29]=[CH:30][CH:31]=5)[N:26]=4)[N:22]=[C:18]3[C:17]([N:35]3[CH2:40][CH2:39][O:38][CH2:37][CH2:36]3)=[N:16][CH:15]=2)[CH2:10][CH2:9]1.CCN(C(C)C)C(C)C.Br[CH2:51][C:52]([O:54][C:55]([CH3:58])([CH3:57])[CH3:56])=[O:53], predict the reaction product. The product is: [O:38]1[CH2:39][CH2:40][N:35]([C:17]2[C:18]3[N:19]([CH:20]=[C:21]([CH2:23][O:24][C:25]4[CH:34]=[CH:33][C:32]5[C:27](=[CH:28][CH:29]=[CH:30][CH:31]=5)[N:26]=4)[N:22]=3)[C:14]([CH:11]3[CH2:10][CH2:9][N:8]([CH2:51][C:52]([O:54][C:55]([CH3:58])([CH3:57])[CH3:56])=[O:53])[CH2:13][CH2:12]3)=[CH:15][N:16]=2)[CH2:36][CH2:37]1. (2) Given the reactants [NH2:1][N:2]1[C:10]2[C:6]([N:7]3[N:13]([CH3:14])[C:12](=[O:15])[N:11]([CH2:16][CH2:17][N:18]4[CH2:23][CH2:22][N:21]([C:24]5[CH:29]=[CH:28][C:27]([O:30][CH2:31][CH2:32][O:33]C)=[CH:26][CH:25]=5)[CH2:20][CH2:19]4)[CH:8]3[N:9]=2)=[C:5]([C:35]2[O:36][CH:37]=[CH:38][CH:39]=2)[N:4]=[CH:3]1.B(Br)(Br)Br, predict the reaction product. The product is: [NH2:1][N:2]1[C:10]2[C:6]([N:7]3[N:13]([CH3:14])[C:12](=[O:15])[N:11]([CH2:16][CH2:17][N:18]4[CH2:23][CH2:22][N:21]([C:24]5[CH:25]=[CH:26][C:27]([O:30][CH2:31][CH2:32][OH:33])=[CH:28][CH:29]=5)[CH2:20][CH2:19]4)[CH:8]3[N:9]=2)=[C:5]([C:35]2[O:36][CH:37]=[CH:38][CH:39]=2)[N:4]=[CH:3]1. (3) Given the reactants C(OC([N:8]1[CH2:13][CH2:12][N:11]([C:14]([C:16]2[O:17][C:18]([N+:21]([O-:23])=[O:22])=[CH:19][CH:20]=2)=[O:15])[CH2:10][CH2:9]1)=O)(C)(C)C.C(Cl)(Cl)Cl, predict the reaction product. The product is: [N+:21]([C:18]1[O:17][C:16]([C:14]([N:11]2[CH2:12][CH2:13][NH:8][CH2:9][CH2:10]2)=[O:15])=[CH:20][CH:19]=1)([O-:23])=[O:22]. (4) The product is: [Cl:13][C:14]1[C:15]([C:36]([NH:38][CH2:39][CH:40]2[CH2:41][CH2:42][CH2:43][CH2:44][CH2:45]2)=[O:37])=[C:16]2[C:21](=[CH:22][CH:23]=1)[N:20]=[C:19]([N:24]1[CH2:28][CH2:27][C@H:26]([N:29]([S:7]([NH:10][C:11]([O:5][C:2]([CH3:4])([CH3:3])[CH3:1])=[O:12])(=[O:9])=[O:8])[CH2:30][C:31]([O:33][CH2:34][CH3:35])=[O:32])[CH2:25]1)[CH:18]=[CH:17]2. Given the reactants [CH3:1][C:2]([OH:5])([CH3:4])[CH3:3].Cl[S:7]([N:10]=[C:11]=[O:12])(=[O:9])=[O:8].[Cl:13][C:14]1[C:15]([C:36]([NH:38][CH2:39][CH:40]2[CH2:45][CH2:44][CH2:43][CH2:42][CH2:41]2)=[O:37])=[C:16]2[C:21](=[CH:22][CH:23]=1)[N:20]=[C:19]([N:24]1[CH2:28][CH2:27][C@H:26]([NH:29][CH2:30][C:31]([O:33][CH2:34][CH3:35])=[O:32])[CH2:25]1)[CH:18]=[CH:17]2.C(N(CC)CC)C, predict the reaction product. (5) Given the reactants [Si:1]([O:8][CH2:9][CH2:10][C:11]1[CH:16]=[CH:15][C:14]([Cl:17])=[CH:13][C:12]=1[C:18]([C:20]1[CH:24]=[C:23]([CH2:25][O:26][Si:27]([CH:34]([CH3:36])[CH3:35])([CH:31]([CH3:33])[CH3:32])[CH:28]([CH3:30])[CH3:29])[S:22][CH:21]=1)=[O:19])([C:4]([CH3:7])([CH3:6])[CH3:5])([CH3:3])[CH3:2].[Li]C.[CH3:39]COCC, predict the reaction product. The product is: [Si:1]([O:8][CH2:9][CH2:10][C:11]1[CH:16]=[CH:15][C:14]([Cl:17])=[CH:13][C:12]=1[C:18]([C:20]1[CH:24]=[C:23]([CH2:25][O:26][Si:27]([CH:31]([CH3:33])[CH3:32])([CH:28]([CH3:29])[CH3:30])[CH:34]([CH3:36])[CH3:35])[S:22][CH:21]=1)([OH:19])[CH3:39])([C:4]([CH3:5])([CH3:7])[CH3:6])([CH3:3])[CH3:2].